From a dataset of Forward reaction prediction with 1.9M reactions from USPTO patents (1976-2016). Predict the product of the given reaction. (1) Given the reactants [Br:1][C:2]1[CH:3]=[C:4]([C:8]2([C:17]3[CH:22]=[CH:21][C:20]([OH:23])=[CH:19][CH:18]=3)[C:12]3=[N:13][CH2:14][CH2:15][N:11]3[C:10](=S)[NH:9]2)[CH:5]=[CH:6][CH:7]=1.C(OO)(C)(C)C.[OH-].[NH4+:31], predict the reaction product. The product is: [NH2:31][C:10]1[N:11]2[CH2:15][CH2:14][N:13]=[C:12]2[C:8]([C:17]2[CH:22]=[CH:21][C:20]([OH:23])=[CH:19][CH:18]=2)([C:4]2[CH:5]=[CH:6][CH:7]=[C:2]([Br:1])[CH:3]=2)[N:9]=1. (2) Given the reactants [CH2:1]([CH:3]([NH2:6])[CH2:4][CH3:5])[CH3:2].N1C=CC=CC=1.Cl[C:14]([O:16][C:17]1[CH:22]=[CH:21][CH:20]=[CH:19][CH:18]=1)=[O:15].O, predict the reaction product. The product is: [CH2:1]([CH:3]([NH:6][C:14](=[O:15])[O:16][C:17]1[CH:22]=[CH:21][CH:20]=[CH:19][CH:18]=1)[CH2:4][CH3:5])[CH3:2]. (3) Given the reactants [F:1][C:2]1[CH:29]=[CH:28][CH:27]=[CH:26][C:3]=1[CH2:4][N:5]1[C:9]2[CH2:10][CH2:11][CH2:12][C:8]=2[C:7]([C:13]2[N:14]=[C:15](I)[C:16]3[C:21]([CH3:23])([CH3:22])[C:20](=[O:24])[NH:19][C:17]=3[N:18]=2)=[N:6]1.[F:30][C:31]([F:35])([F:34])[CH2:32][NH2:33], predict the reaction product. The product is: [F:1][C:2]1[CH:29]=[CH:28][CH:27]=[CH:26][C:3]=1[CH2:4][N:5]1[C:9]2[CH2:10][CH2:11][CH2:12][C:8]=2[C:7]([C:13]2[N:14]=[C:15]([NH:33][CH2:32][C:31]([F:35])([F:34])[F:30])[C:16]3[C:21]([CH3:23])([CH3:22])[C:20](=[O:24])[NH:19][C:17]=3[N:18]=2)=[N:6]1. (4) Given the reactants [N:1]1[CH:6]=[CH:5][CH:4]=[C:3]([O:7][CH2:8][C:9]([OH:11])=O)[CH:2]=1.C(N1C=CN=C1)(N1C=CN=C1)=O.[CH2:24]1[C:33]2[C:28](=[CH:29][C:30]([NH2:34])=[CH:31][CH:32]=2)[CH2:27][CH2:26][NH:25]1, predict the reaction product. The product is: [NH2:34][C:30]1[CH:29]=[C:28]2[C:33](=[CH:32][CH:31]=1)[CH2:24][N:25]([C:9](=[O:11])[CH2:8][O:7][C:3]1[CH:2]=[N:1][CH:6]=[CH:5][CH:4]=1)[CH2:26][CH2:27]2. (5) Given the reactants C(Cl)(=O)C(Cl)=O.CS(C)=O.[CH2:11]([N:18]1[CH2:23][CH2:22][O:21][CH:20]([C:24]2[CH:29]=[CH:28][C:27]([CH:30]([C:32]3[C:37]([CH3:38])=[CH:36][CH:35]=[CH:34][C:33]=3[CH3:39])[OH:31])=[CH:26][CH:25]=2)[CH2:19]1)[C:12]1[CH:17]=[CH:16][CH:15]=[CH:14][CH:13]=1.CCN(CC)CC.[NH4+].[OH-], predict the reaction product. The product is: [CH2:11]([N:18]1[CH2:23][CH2:22][O:21][CH:20]([C:24]2[CH:29]=[CH:28][C:27]([C:30]([C:32]3[C:37]([CH3:38])=[CH:36][CH:35]=[CH:34][C:33]=3[CH3:39])=[O:31])=[CH:26][CH:25]=2)[CH2:19]1)[C:12]1[CH:17]=[CH:16][CH:15]=[CH:14][CH:13]=1.